This data is from Reaction yield outcomes from USPTO patents with 853,638 reactions. The task is: Predict the reaction yield, written as a fraction of the theoretical maximum amount of product (1.0 means a 100% yield; for example, 0.34 means a 34% yield). The reactants are [Cl:1][C:2]1[CH:3]=[C:4]2[C:10]([C:11]3[N:16]=[C:15]([NH:17][C@H:18]4[CH2:22][CH2:21][N:20]([S:23]([CH3:26])(=[O:25])=[O:24])[CH2:19]4)[C:14]([F:27])=[CH:13][N:12]=3)=[CH:9][NH:8][C:5]2=[N:6][CH:7]=1.[CH2:28](S(Cl)(=O)=O)[CH2:29][CH2:30]C. No catalyst specified. The product is [CH2:26]([S:23]([N:20]1[CH2:21][CH2:22][C@H:18]([NH:17][C:15]2[C:14]([F:27])=[CH:13][N:12]=[C:11]([C:10]3[C:4]4[C:5](=[N:6][CH:7]=[C:2]([Cl:1])[CH:3]=4)[NH:8][CH:9]=3)[N:16]=2)[CH2:19]1)(=[O:24])=[O:25])[CH2:28][CH2:29][CH3:30]. The yield is 0.450.